Task: Predict the reaction yield, written as a fraction of the theoretical maximum amount of product (1.0 means a 100% yield; for example, 0.34 means a 34% yield).. Dataset: Reaction yield outcomes from USPTO patents with 853,638 reactions (1) The reactants are [H-].[Na+].[F:3][C:4]1[C:5]([CH2:16][N:17]([CH3:25])[C:18](=[O:24])[O:19][C:20]([CH3:23])([CH3:22])[CH3:21])=[CH:6][NH:7][C:8]=1[C:9]1[C:10]([F:15])=[N:11][CH:12]=[CH:13][CH:14]=1.C1OCCOCCOCCOCCOC1.[CH3:41][O:42][C:43]1[CH:44]=[CH:45][C:46]([S:49](Cl)(=[O:51])=[O:50])=[N:47][CH:48]=1. The catalyst is O1CCCC1. The product is [F:3][C:4]1[C:5]([CH2:16][N:17]([CH3:25])[C:18](=[O:24])[O:19][C:20]([CH3:21])([CH3:22])[CH3:23])=[CH:6][N:7]([S:49]([C:46]2[CH:45]=[CH:44][C:43]([O:42][CH3:41])=[CH:48][N:47]=2)(=[O:50])=[O:51])[C:8]=1[C:9]1[C:10]([F:15])=[N:11][CH:12]=[CH:13][CH:14]=1. The yield is 0.930. (2) The reactants are [Br:1][C:2]1[CH:3]=[CH:4][C:5]2[C:6](=O)[C:7]3[C:12]([C:13]=2[CH:14]=1)=[CH:11][C:10]([Br:15])=[CH:9][CH:8]=3.O.NN.[OH-].[K+].Cl. The catalyst is C(O)CO.O. The product is [Br:1][C:2]1[CH:3]=[CH:4][C:5]2[CH2:6][C:7]3[C:12]([C:13]=2[CH:14]=1)=[CH:11][C:10]([Br:15])=[CH:9][CH:8]=3. The yield is 0.670. (3) The yield is 0.900. The product is [Cl:16][C:17]1[C:18]([CH3:32])=[CH:19][C:20]([O:31][C:2]2[C:11]3[C:6](=[CH:7][C:8]([O:14][CH3:15])=[C:9]([O:12][CH3:13])[CH:10]=3)[N:5]=[CH:4][CH:3]=2)=[C:21]([C:22]([C:24]2[CH:29]=[CH:28][CH:27]=[CH:26][CH:25]=2)=[O:23])[CH:30]=1. The reactants are Cl[C:2]1[C:11]2[C:6](=[CH:7][C:8]([O:14][CH3:15])=[C:9]([O:12][CH3:13])[CH:10]=2)[N:5]=[CH:4][CH:3]=1.[Cl:16][C:17]1[C:18]([CH3:32])=[CH:19][C:20]([OH:31])=[C:21]([CH:30]=1)[C:22]([C:24]1[CH:29]=[CH:28][CH:27]=[CH:26][CH:25]=1)=[O:23]. The catalyst is CN(C)C1C=CN=CC=1.ClC1C=CC=CC=1Cl. (4) The reactants are [CH3:1][C:2]1[O:6][N:5]=[C:4]([C:7]2[CH:12]=[CH:11][CH:10]=[CH:9][CH:8]=2)[C:3]=1[CH2:13][OH:14].O[C:16]1[CH:21]=[CH:20][CH:19]=[CH:18][N:17]=1.C(P(CCCC)CCCC)CCC.CN(C)C(N=NC(N(C)C)=O)=O.C1(P(C2C=CC=CC=2)C2C=CC=CC=2)C=CC=CC=1.N(C(OCC)=O)=NC(OCC)=O. The catalyst is C1COCC1. The product is [CH3:1][C:2]1[O:6][N:5]=[C:4]([C:7]2[CH:12]=[CH:11][CH:10]=[CH:9][CH:8]=2)[C:3]=1[CH2:13][O:14][C:16]1[CH:21]=[CH:20][CH:19]=[CH:18][N:17]=1. The yield is 0.250. (5) The reactants are [CH2:1]([O:3][CH:4]=[CH2:5])[CH3:2].[Br:6][C:7]1[CH:8]=[C:9]2[C:14](=[CH:15][CH:16]=1)[O:13][CH:12]=[C:11]([CH:17]=[O:18])[C:10]2=[O:19]. No catalyst specified. The product is [Br:6][C:7]1[CH:16]=[CH:15][C:14]2[O:13][C@@H:12]3[CH2:2][C@H:1]([O:3][CH2:4][CH3:5])[O:18][CH:17]=[C:11]3[C:10](=[O:19])[C:9]=2[CH:8]=1. The yield is 0.900.